From a dataset of Catalyst prediction with 721,799 reactions and 888 catalyst types from USPTO. Predict which catalyst facilitates the given reaction. (1) Reactant: Cl[C:2]1[N:7]=[C:6]([N:8]2[CH:13]3[CH2:14][CH2:15][CH:9]2[CH2:10][O:11][CH2:12]3)[CH:5]=[C:4]([Cl:16])[N:3]=1.[I-:17].[Na+].I. Product: [Cl:16][C:4]1[N:3]=[C:2]([I:17])[N:7]=[C:6]([N:8]2[CH:13]3[CH2:14][CH2:15][CH:9]2[CH2:10][O:11][CH2:12]3)[CH:5]=1. The catalyst class is: 146. (2) The catalyst class is: 411. Product: [N:19]1([C@@H:2]2[CH2:6][CH2:5][N:4]([C:7]([O:9][C:10]([CH3:13])([CH3:12])[CH3:11])=[O:8])[C@@H:3]2[C:14]([O:16][CH2:17][CH3:18])=[O:15])[CH2:24][CH2:23][CH2:22][CH2:21][CH2:20]1. Reactant: O=[C:2]1[CH2:6][CH2:5][N:4]([C:7]([O:9][C:10]([CH3:13])([CH3:12])[CH3:11])=[O:8])[C@@H:3]1[C:14]([O:16][CH2:17][CH3:18])=[O:15].[NH:19]1[CH2:24][CH2:23][CH2:22][CH2:21][CH2:20]1.[Na].C(OB(OC(=O)C)OC(=O)C)(=O)C.C(=O)(O)[O-].[Na+]. (3) Reactant: [NH2:1][C:2]1[CH:7]=[CH:6][C:5]([S:8]([NH:11][C:12]2[CH:13]=[C:14]3[C:18](=[CH:19][C:20]=2[Br:21])[NH:17][CH:16]=[CH:15]3)(=[O:10])=[O:9])=[CH:4][CH:3]=1.[CH3:22][Si]([N-][Si](C)(C)C)(C)C.[Na+].[CH3:32]I.C(=O)(O)[O-].[Na+].[CH3:39][N:40]([CH:42]=O)[CH3:41]. Product: [NH2:1][C:2]1[CH:7]=[CH:6][C:5]([S:8]([N:11]([C:12]2[CH:13]=[C:14]3[C:39](=[CH:19][C:20]=2[Br:21])[N:40]([CH3:41])[CH:42]=[CH:15]3)[CH3:32])(=[O:10])=[O:9])=[CH:4][CH:3]=1.[NH2:1][C:2]1[CH:7]=[CH:6][C:5]([S:8]([N:11]([C:12]2[CH:13]=[C:14]3[C:18](=[CH:19][C:20]=2[Br:21])[NH:17][CH:16]=[CH:15]3)[CH3:22])(=[O:10])=[O:9])=[CH:4][CH:3]=1. The catalyst class is: 138. (4) Reactant: [CH3:1][N:2]([CH3:17])[CH2:3][CH2:4][N:5]([CH3:16])[C:6]1[CH:11]=[CH:10][CH:9]=[C:8]([NH2:12])[C:7]=1[N+:13]([O-])=O.[H][H]. Product: [CH3:1][N:2]([CH3:17])[CH2:3][CH2:4][N:5]([CH3:16])[C:6]1[CH:11]=[CH:10][CH:9]=[C:8]([NH2:12])[C:7]=1[NH2:13]. The catalyst class is: 29. (5) Reactant: [C:1]1([C:7]2[CH:8]=[CH:9][C:10]3[CH:14]=[C:13]([C:15]([O-:17])=[O:16])[S:12][C:11]=3[CH:18]=2)[CH:6]=[CH:5][CH:4]=[CH:3][CH:2]=1.O.[OH-].[Li+].O. Product: [C:1]1([C:7]2[CH:8]=[CH:9][C:10]3[CH:14]=[C:13]([C:15]([OH:17])=[O:16])[S:12][C:11]=3[CH:18]=2)[CH:2]=[CH:3][CH:4]=[CH:5][CH:6]=1. The catalyst class is: 5. (6) Reactant: [CH2:1]([C:3]1[C:12]2[C:7](=[CH:8][CH:9]=[C:10]([O:13][CH3:14])[CH:11]=2)[O:6][CH:5]([C:15]2[CH:20]=[CH:19][C:18]([OH:21])=[CH:17][CH:16]=2)[C:4]=1[C:22]1[CH:27]=[CH:26][CH:25]=[C:24]([O:28][CH3:29])[CH:23]=1)[CH3:2].[F:30][CH2:31][CH:32]1[CH2:35][N:34]([CH2:36][CH2:37]O)[CH2:33]1.C1(P(C2C=CC=CC=2)C2C=CC=CC=2)C=CC=CC=1.N(C(OC(C)C)=O)=NC(OC(C)C)=O. Product: [CH2:1]([C:3]1[C:12]2[C:7](=[CH:8][CH:9]=[C:10]([O:13][CH3:14])[CH:11]=2)[O:6][CH:5]([C:15]2[CH:20]=[CH:19][C:18]([O:21][CH2:37][CH2:36][N:34]3[CH2:35][CH:32]([CH2:31][F:30])[CH2:33]3)=[CH:17][CH:16]=2)[C:4]=1[C:22]1[CH:27]=[CH:26][CH:25]=[C:24]([O:28][CH3:29])[CH:23]=1)[CH3:2]. The catalyst class is: 1. (7) Reactant: [OH:1][NH:2][C:3](=[O:28])[C@@H:4]([NH:10][C:11](=[O:27])[C:12]1[CH:17]=[CH:16][C:15]([C:18]#[C:19][C:20]#[C:21][C@@H:22]2[CH2:24][C@H:23]2[CH2:25][OH:26])=[CH:14][CH:13]=1)[C:5]([CH3:9])([S:7][CH3:8])[CH3:6].[OH:29]O. Product: [OH:1][NH:2][C:3](=[O:28])[C@@H:4]([NH:10][C:11](=[O:27])[C:12]1[CH:13]=[CH:14][C:15]([C:18]#[C:19][C:20]#[C:21][C@@H:22]2[CH2:24][C@H:23]2[CH2:25][OH:26])=[CH:16][CH:17]=1)[C:5]([CH3:9])([S:7]([CH3:8])=[O:29])[CH3:6]. The catalyst class is: 47.